The task is: Predict the reactants needed to synthesize the given product.. This data is from Full USPTO retrosynthesis dataset with 1.9M reactions from patents (1976-2016). (1) Given the product [NH2:1][C:2]1[N:3]=[C:5]([NH:4][C:7]2[CH:8]=[CH:9][C:10]([N:13]3[CH2:14][CH2:15][N:16]([CH2:19][CH:20]4[CH2:22][CH2:21]4)[CH2:17][CH2:18]3)=[CH:11][CH:12]=2)[S:6][C:24]=1[C:25]([C:27]1[CH:35]=[CH:34][C:30]2[O:31][CH2:32][O:33][C:29]=2[CH:28]=1)=[O:26], predict the reactants needed to synthesize it. The reactants are: [N:1]#[C:2][NH2:3].[N:4]([C:7]1[CH:12]=[CH:11][C:10]([N:13]2[CH2:18][CH2:17][N:16]([CH2:19][CH:20]3[CH2:22][CH2:21]3)[CH2:15][CH2:14]2)=[CH:9][CH:8]=1)=[C:5]=[S:6].Br[CH2:24][C:25]([C:27]1[CH:35]=[CH:34][C:30]2[O:31][CH2:32][O:33][C:29]=2[CH:28]=1)=[O:26]. (2) Given the product [Br:1][C:2]1[CH:7]=[CH:6][C:5]([N:20]2[CH2:21][CH2:22][CH:18]([C:12]3[CH:17]=[CH:16][CH:15]=[CH:14][CH:13]=3)[CH2:19]2)=[C:4]([N+:9]([O-:11])=[O:10])[CH:3]=1, predict the reactants needed to synthesize it. The reactants are: [Br:1][C:2]1[CH:7]=[CH:6][C:5](F)=[C:4]([N+:9]([O-:11])=[O:10])[CH:3]=1.[C:12]1([CH:18]2[CH2:22][CH2:21][NH:20][CH2:19]2)[CH:17]=[CH:16][CH:15]=[CH:14][CH:13]=1. (3) Given the product [F:23][C:24]1[CH:25]=[C:26]([C:33]([CH3:55])([CH3:54])[CH2:34][C:35]([OH:53])([C:49]([F:51])([F:50])[F:52])[CH2:36][NH:37][C:38]2[CH:47]=[CH:46][CH:45]=[C:44]3[C:39]=2[CH:40]=[CH:41][NH:42][C:43]3=[O:48])[C:27]2[O:31][CH2:30][CH2:29][C:28]=2[CH:32]=1, predict the reactants needed to synthesize it. The reactants are: FC1C=C(C(C)(C)CC(O)(C(F)(F)F)C=O)C2OCCC=2C=1.[F:23][C:24]1[CH:25]=[C:26]([C:33]([CH3:55])([CH3:54])[CH2:34][C:35]([OH:53])([C:49]([F:52])([F:51])[F:50])[CH:36]=[N:37][C:38]2[CH:47]=[CH:46][CH:45]=[C:44]3[C:39]=2[CH:40]=[CH:41][NH:42][C:43]3=[O:48])[C:27]2[O:31][CH2:30][CH2:29][C:28]=2[CH:32]=1.[BH4-].[Na+]. (4) Given the product [OH:11][C:3]1[C:2]([CH3:1])=[C:8]2[C:6](=[C:5]([CH3:9])[C:4]=1[CH3:10])[O:7][C:15](=[O:16])[CH2:14][C:13]2([CH3:18])[CH3:12], predict the reactants needed to synthesize it. The reactants are: [CH3:1][C:2]1[C:3]([OH:11])=[C:4]([CH3:10])[C:5]([CH3:9])=[C:6]([CH:8]=1)[OH:7].[CH3:12][C:13]([CH3:18])=[CH:14][C:15](O)=[O:16].CS(O)(=O)=O. (5) Given the product [CH:22]([C:19]1[CH:18]=[CH:17][C:16]([N:12]2[CH2:13][C:14](=[O:15])[N:10]([C:6]3[CH:5]=[C:4]([CH:9]=[CH:8][CH:7]=3)[C:3]([OH:26])=[O:2])[C:11]2=[O:25])=[CH:21][CH:20]=1)([CH3:24])[CH3:23], predict the reactants needed to synthesize it. The reactants are: C[O:2][C:3](=[O:26])[C:4]1[CH:9]=[CH:8][CH:7]=[C:6]([N:10]2[C:14](=[O:15])[CH2:13][N:12]([C:16]3[CH:21]=[CH:20][C:19]([CH:22]([CH3:24])[CH3:23])=[CH:18][CH:17]=3)[C:11]2=[O:25])[CH:5]=1.[I-].[Li+].